From a dataset of Catalyst prediction with 721,799 reactions and 888 catalyst types from USPTO. Predict which catalyst facilitates the given reaction. (1) Reactant: [F:1][C:2]1[CH:3]=[CH:4][C:5]([O:10][CH3:11])=[C:6]([CH2:8]O)[CH:7]=1.O=S(Cl)[Cl:14]. Product: [Cl:14][CH2:8][C:6]1[CH:7]=[C:2]([F:1])[CH:3]=[CH:4][C:5]=1[O:10][CH3:11]. The catalyst class is: 11. (2) Reactant: [Cl:1][C:2]1[N:7]=[C:6](Cl)[C:5]([N+:9]([O-:11])=[O:10])=[CH:4][N:3]=1.C(N(CC)C(C)C)(C)C.[CH3:21][O:22][CH2:23][CH2:24][CH2:25][NH2:26]. Product: [Cl:1][C:2]1[N:7]=[C:6]([NH:26][CH2:25][CH2:24][CH2:23][O:22][CH3:21])[C:5]([N+:9]([O-:11])=[O:10])=[CH:4][N:3]=1. The catalyst class is: 1. (3) Reactant: B(Cl)(Cl)Cl.[CH2:5]([NH:7][C:8]([C:10]1[C:14]([C:15]2[CH:20]=[CH:19][C:18]([CH2:21][N:22]3[CH2:27][CH2:26][O:25][CH2:24][CH2:23]3)=[CH:17][CH:16]=2)=[C:13]([C:28]2[CH:33]=[C:32]([Cl:34])[C:31]([O:35]CC3C=CC=CC=3)=[CH:30][C:29]=2[O:43]CC2C=CC=CC=2)[O:12][N:11]=1)=[O:9])[CH3:6].C([O-])(O)=O.[Na+]. Product: [CH2:5]([NH:7][C:8]([C:10]1[C:14]([C:15]2[CH:16]=[CH:17][C:18]([CH2:21][N:22]3[CH2:27][CH2:26][O:25][CH2:24][CH2:23]3)=[CH:19][CH:20]=2)=[C:13]([C:28]2[CH:33]=[C:32]([Cl:34])[C:31]([OH:35])=[CH:30][C:29]=2[OH:43])[O:12][N:11]=1)=[O:9])[CH3:6]. The catalyst class is: 2. (4) Reactant: [Br:1][C:2]1[CH:10]=[C:9]2[C:5](/[C:6](=[C:12]3\[O:13][C:14]([CH3:19])([CH3:18])[C:15](Br)=[CH:16]\3)/[C:7](=[O:11])[NH:8]2)=[CH:4][CH:3]=1.[NH:20]1[CH2:25][CH2:24][O:23][CH2:22][CH2:21]1.O. Product: [Br:1][C:2]1[CH:10]=[C:9]2[C:5](/[C:6](=[C:12]3\[O:13][C:14]([CH3:19])([CH3:18])[C:15]([N:20]4[CH2:25][CH2:24][O:23][CH2:22][CH2:21]4)=[CH:16]\3)/[C:7](=[O:11])[NH:8]2)=[CH:4][CH:3]=1. The catalyst class is: 3. (5) Reactant: [F:1][C:2]([F:14])([F:13])[C:3]1[N:8]=[C:7]2[O:9][N:10]=[C:11]([OH:12])[C:6]2=[CH:5][CH:4]=1.[N:15]([CH2:18][CH2:19][CH2:20][CH2:21][CH2:22][CH3:23])=[C:16]=[O:17]. Product: [CH2:18]([NH:15][C:16]([N:10]1[C:11](=[O:12])[C:6]2[C:7](=[N:8][C:3]([C:2]([F:13])([F:1])[F:14])=[CH:4][CH:5]=2)[O:9]1)=[O:17])[CH2:19][CH2:20][CH2:21][CH2:22][CH3:23]. The catalyst class is: 1.